Dataset: Full USPTO retrosynthesis dataset with 1.9M reactions from patents (1976-2016). Task: Predict the reactants needed to synthesize the given product. (1) Given the product [C:5]([O:8][CH2:9][C:10]([CH3:40])([CH3:39])[CH2:11][N:12]1[C:18]2[CH:19]=[CH:20][C:21]([Cl:23])=[CH:22][C:17]=2[C@@H:16]([C:24]2[CH:29]=[CH:28][CH:27]=[C:26]([O:30][CH3:31])[C:25]=2[O:32][CH3:33])[O:15][C@H:14]([CH2:34][C:35]([NH:42][C:43]2[CH:44]=[CH:45][C:46]([CH2:49][CH2:50][C:51]([O:53][CH2:54][CH3:55])=[O:52])=[CH:47][CH:48]=2)=[O:36])[C:13]1=[O:38])(=[O:7])[CH3:6], predict the reactants needed to synthesize it. The reactants are: S(Cl)(Cl)=O.[C:5]([O:8][CH2:9][C:10]([CH3:40])([CH3:39])[CH2:11][N:12]1[C:18]2[CH:19]=[CH:20][C:21]([Cl:23])=[CH:22][C:17]=2[C@@H:16]([C:24]2[CH:29]=[CH:28][CH:27]=[C:26]([O:30][CH3:31])[C:25]=2[O:32][CH3:33])[O:15][C@H:14]([CH2:34][C:35](O)=[O:36])[C:13]1=[O:38])(=[O:7])[CH3:6].Cl.[NH2:42][C:43]1[CH:48]=[CH:47][C:46]([CH2:49][CH2:50][C:51]([O:53][CH2:54][CH3:55])=[O:52])=[CH:45][CH:44]=1.C(N(CC)CC)C. (2) The reactants are: [Cl:1][C:2]1[CH:7]=[CH:6][CH:5]=[CH:4][C:3]=1[N:8]1[CH2:14][C:13]2[CH:15]=[CH:16][C:17]([C:19](OC)=[O:20])=[CH:18][C:12]=2[O:11][CH2:10][C@@H:9]1[CH3:23].[NH2:24][OH:25].[OH-].[Na+]. Given the product [Cl:1][C:2]1[CH:7]=[CH:6][CH:5]=[CH:4][C:3]=1[N:8]1[CH2:14][C:13]2[CH:15]=[CH:16][C:17]([C:19]([NH:24][OH:25])=[O:20])=[CH:18][C:12]=2[O:11][CH2:10][C@@H:9]1[CH3:23], predict the reactants needed to synthesize it. (3) Given the product [O:1]1[C:5]2[CH:6]=[CH:7][C:8]([C:10]3[N:21]=[C:22]4[N:27]=[CH:26][CH:25]=[CH:24][N:23]4[C:11]=3[C:12]3[CH:17]=[CH:16][CH:15]=[C:14]([CH3:18])[N:13]=3)=[CH:9][C:4]=2[O:3][CH2:2]1, predict the reactants needed to synthesize it. The reactants are: [O:1]1[C:5]2[CH:6]=[CH:7][C:8]([C:10](=O)[CH:11](Br)[C:12]3[CH:17]=[CH:16][CH:15]=[C:14]([CH3:18])[N:13]=3)=[CH:9][C:4]=2[O:3][CH2:2]1.[NH2:21][C:22]1[N:27]=[CH:26][CH:25]=[CH:24][N:23]=1.C(=O)([O-])O.[Na+]. (4) Given the product [CH:38]1([N:4]2[C:5]3[CH:10]=[C:9]([N:11]4[CH:16]=[C:15]([C:17]([O:19][CH2:20][CH3:21])=[O:18])[C:14](=[O:22])[N:13]([C@H:23]5[C:31]6[C:26](=[C:27]([C:32]([F:34])([F:35])[F:33])[CH:28]=[CH:29][CH:30]=6)[CH2:25][CH2:24]5)[C:12]4=[O:36])[CH:8]=[CH:7][C:6]=3[N:2]([CH3:1])[C:3]2=[O:37])[CH2:40][CH2:39]1, predict the reactants needed to synthesize it. The reactants are: [CH3:1][N:2]1[C:6]2[CH:7]=[CH:8][C:9]([N:11]3[CH:16]=[C:15]([C:17]([O:19][CH2:20][CH3:21])=[O:18])[C:14](=[O:22])[N:13]([CH:23]4[C:31]5[C:26](=[C:27]([C:32]([F:35])([F:34])[F:33])[CH:28]=[CH:29][CH:30]=5)[CH2:25][CH2:24]4)[C:12]3=[O:36])=[CH:10][C:5]=2[NH:4][C:3]1=[O:37].[CH:38]1(B(O)O)[CH2:40][CH2:39]1.C(=O)([O-])[O-].[Na+].[Na+].N1C=CC=CC=1. (5) Given the product [C:1]1([CH:11]([N:18]2[C:14](=[O:24])[C:15]3[C:16](=[CH:20][CH:21]=[CH:22][CH:23]=3)[C:17]2=[O:19])[CH3:12])[C:10]2[C:4]([CH:5]=[CH:6][CH:7]=[CH:8][CH:9]=2)=[CH:3][CH:2]=1, predict the reactants needed to synthesize it. The reactants are: [C:1]1([CH:11](O)[CH3:12])[C:10]2[C:4]([CH:5]=[CH:6][CH:7]=[CH:8][CH:9]=2)=[CH:3][CH:2]=1.[C:14]1(=[O:24])[NH:18][C:17](=[O:19])[C:16]2=[CH:20][CH:21]=[CH:22][CH:23]=[C:15]12.C(P(CCCC)CCCC)CCC.N(C(N(C)C)=O)=NC(N(C)C)=O. (6) The reactants are: C(N[CH:5]([CH3:7])[CH3:6])(C)C.[C:8](=[O:10])=O.CC(C)=[O:13].[Li]CCCC.[C:20](#[N:22])[CH3:21]. Given the product [CH3:8][O:10][CH:5]([CH3:6])[C:7](=[O:13])[CH2:21][C:20]#[N:22], predict the reactants needed to synthesize it. (7) Given the product [CH3:39][C:28]1[CH:27]=[C:26]([CH2:25][N:21]([C:17]2[C:16]([CH3:40])=[C:15]([C:6]3[CH:7]=[CH:8][C:3]([C:2]([F:13])([F:12])[F:1])=[CH:4][CH:5]=3)[CH:20]=[CH:19][CH:18]=2)[CH2:22][CH2:23][CH3:24])[CH:38]=[CH:37][C:29]=1[O:30][CH2:31][C:32]([OH:34])=[O:33], predict the reactants needed to synthesize it. The reactants are: [F:1][C:2]([F:13])([F:12])[C:3]1[CH:8]=[CH:7][C:6](B(O)O)=[CH:5][CH:4]=1.Br[C:15]1[C:16]([CH3:40])=[C:17]([N:21]([CH2:25][C:26]2[CH:38]=[CH:37][C:29]([O:30][CH2:31][C:32]([O:34]CC)=[O:33])=[C:28]([CH3:39])[CH:27]=2)[CH2:22][CH2:23][CH3:24])[CH:18]=[CH:19][CH:20]=1. (8) Given the product [Cl:1][C:2]1[CH:3]=[CH:4][C:5]([C:25]#[N:26])=[C:6]([C:8]2[C:13]([O:14][CH3:15])=[CH:12][N:11]([CH:16]([CH2:20][CH2:21][O:22][CH3:23])[C:17]([NH:40][C:37]3[CH:38]=[CH:39][C:34]4[N:35]([C:31]([CH2:30][N:28]([CH3:29])[CH3:27])=[N:32][N:33]=4)[CH:36]=3)=[O:18])[C:10](=[O:24])[CH:9]=2)[CH:7]=1, predict the reactants needed to synthesize it. The reactants are: [Cl:1][C:2]1[CH:3]=[CH:4][C:5]([C:25]#[N:26])=[C:6]([C:8]2[C:13]([O:14][CH3:15])=[CH:12][N:11]([CH:16]([CH2:20][CH2:21][O:22][CH3:23])[C:17](O)=[O:18])[C:10](=[O:24])[CH:9]=2)[CH:7]=1.[CH3:27][N:28]([CH2:30][C:31]1[N:35]2[CH:36]=[C:37]([NH2:40])[CH:38]=[CH:39][C:34]2=[N:33][N:32]=1)[CH3:29]. (9) The reactants are: [C:1]([O:4][C:5]1([CH2:9][N:10]2[CH:14]=[C:13]([C:15]([CH3:18])([CH3:17])[CH3:16])[S:12]/[C:11]/2=[N:19]\[C:20]([C:22]2[CH:27]=[C:26]([Cl:28])[CH:25]=[CH:24][C:23]=2[O:29][CH3:30])=S)[CH2:8][CH2:7][CH2:6]1)(=[O:3])[CH3:2].C(N(CC)CC)C.[N:38]#[C:39][NH2:40]. Given the product [C:1]([O:4][C:5]1([CH2:9][N:10]2[CH:14]=[C:13]([C:15]([CH3:18])([CH3:17])[CH3:16])[S:12]/[C:11]/2=[N:19]\[C:20]([C:22]2[CH:27]=[C:26]([Cl:28])[CH:25]=[CH:24][C:23]=2[O:29][CH3:30])=[N:40][C:39]#[N:38])[CH2:8][CH2:7][CH2:6]1)(=[O:3])[CH3:2], predict the reactants needed to synthesize it. (10) The reactants are: C([O:8][C:9]1[C:14](=[O:15])[N:13]=[C:12]([CH2:16][C:17]2([C:22]3[CH:27]=[CH:26][C:25]([Cl:28])=[CH:24][CH:23]=3)[CH2:21][CH2:20][CH2:19][CH2:18]2)[N:11]2[CH2:29][CH2:30][N:31]([CH2:34][CH:35]3[CH2:37][CH2:36]3)[C:32](=[O:33])[C:10]=12)C1C=CC=CC=1.OS(O)(=O)=O.CO.CCCCCC. Given the product [Cl:28][C:25]1[CH:26]=[CH:27][C:22]([C:17]2([CH2:16][C:12]3[N:11]4[CH2:29][CH2:30][N:31]([CH2:34][CH:35]5[CH2:36][CH2:37]5)[C:32](=[O:33])[C:10]4=[C:9]([OH:8])[C:14](=[O:15])[N:13]=3)[CH2:21][CH2:20][CH2:19][CH2:18]2)=[CH:23][CH:24]=1, predict the reactants needed to synthesize it.